This data is from Forward reaction prediction with 1.9M reactions from USPTO patents (1976-2016). The task is: Predict the product of the given reaction. (1) Given the reactants C[O:2][C:3](=[O:22])[CH2:4][C:5]1[CH:10]=[CH:9][C:8]([O:11][CH2:12][CH2:13][CH:14]([O:16]S(C)(=O)=O)[CH3:15])=[C:7]([CH3:21])[CH:6]=1.[CH2:23]([C:25]1[CH:30]=[CH:29][C:28](O)=[C:27]([C:32]2[CH:37]=[CH:36][CH:35]=[CH:34][N:33]=2)[CH:26]=1)[CH3:24], predict the reaction product. The product is: [CH2:23]([C:25]1[CH:30]=[CH:29][C:28]([O:16][C@H:14]([CH3:15])[CH2:13][CH2:12][O:11][C:8]2[CH:9]=[CH:10][C:5]([CH2:4][C:3]([OH:2])=[O:22])=[CH:6][C:7]=2[CH3:21])=[C:27]([C:32]2[CH:37]=[CH:36][CH:35]=[CH:34][N:33]=2)[CH:26]=1)[CH3:24]. (2) Given the reactants [CH2:1]([O:3][C:4](=[O:25])[CH2:5][CH2:6][C:7]1[CH:12]=[CH:11][C:10]([O:13][CH2:14][CH2:15][C@H:16]([O:18]S(C)(=O)=O)[CH3:17])=[CH:9][C:8]=1[CH2:23][CH3:24])[CH3:2].[C:26]1([CH3:45])[CH:31]=[CH:30][CH:29]=[CH:28][C:27]=1[O:32][C:33]1[CH:38]=[C:37]([O:39][C:40]([F:43])([F:42])[F:41])[CH:36]=[CH:35][C:34]=1O, predict the reaction product. The product is: [CH2:1]([O:3][C:4](=[O:25])[CH2:5][CH2:6][C:7]1[CH:12]=[CH:11][C:10]([O:13][CH2:14][CH2:15][C@@H:16]([O:18][C:34]2[CH:35]=[CH:36][C:37]([O:39][C:40]([F:42])([F:41])[F:43])=[CH:38][C:33]=2[O:32][C:27]2[CH:28]=[CH:29][CH:30]=[CH:31][C:26]=2[CH3:45])[CH3:17])=[CH:9][C:8]=1[CH2:23][CH3:24])[CH3:2]. (3) Given the reactants [CH2:1]1[C:13]2[NH:12][C:11]3[C:6](=[CH:7][C:8]([NH2:14])=[CH:9][CH:10]=3)[C:5]=2[CH2:4][CH2:3][CH2:2]1.Cl[C:16]1[N:25]=[CH:24][C:23]([CH:26]2[CH2:28][CH2:27]2)=[CH:22][C:17]=1[C:18]([O:20][CH3:21])=[O:19].C(=O)([O-])[O-].[Cs+].[Cs+].C(OCCCCC)(=O)C, predict the reaction product. The product is: [CH:26]1([C:23]2[CH:24]=[N:25][C:16]([NH:14][C:8]3[CH:7]=[C:6]4[C:11](=[CH:10][CH:9]=3)[NH:12][C:13]3[CH2:1][CH2:2][CH2:3][CH2:4][C:5]4=3)=[C:17]([CH:22]=2)[C:18]([O:20][CH3:21])=[O:19])[CH2:27][CH2:28]1. (4) Given the reactants [H-].[Na+].[CH:3]1([N:9]2[C:13]([CH:14]3[CH2:19][CH2:18][O:17][CH2:16][CH2:15]3)=[C:12]([C:20](OCC)=[O:21])[CH:11]=[N:10]2)[CH2:8][CH2:7][CH2:6][CH2:5][CH2:4]1.O[N:26]=[C:27]([C:29]1[CH:34]=[CH:33][C:32]([CH2:35][OH:36])=[CH:31][CH:30]=1)[NH2:28].O, predict the reaction product. The product is: [CH:3]1([N:9]2[C:13]([CH:14]3[CH2:15][CH2:16][O:17][CH2:18][CH2:19]3)=[C:12]([C:20]3[O:21][N:28]=[C:27]([C:29]4[CH:34]=[CH:33][C:32]([CH2:35][OH:36])=[CH:31][CH:30]=4)[N:26]=3)[CH:11]=[N:10]2)[CH2:8][CH2:7][CH2:6][CH2:5][CH2:4]1. (5) Given the reactants [Na].[NH:2]1[CH:6]=[N:5][CH:4]=[N:3]1.[Br:7][C:8]1[CH:13]=[CH:12][CH:11]=[CH:10][C:9]=1[C:14]1[CH:19]=[CH:18][C:17]([CH2:20]OS(C)(=O)=O)=[CH:16][CH:15]=1, predict the reaction product. The product is: [Br:7][C:8]1[CH:13]=[CH:12][CH:11]=[CH:10][C:9]=1[C:14]1[CH:15]=[CH:16][C:17]([CH2:20][N:2]2[CH:6]=[N:5][CH:4]=[N:3]2)=[CH:18][CH:19]=1. (6) Given the reactants [CH3:1][O:2][C:3]1[CH:8]=[C:7]([CH:9]=O)[CH:6]=[CH:5][N:4]=1.[CH3:11][O:12][C:13]([CH:15]=P(C1C=CC=CC=1)(C1C=CC=CC=1)C1C=CC=CC=1)=[O:14].O, predict the reaction product. The product is: [CH3:11][O:12][C:13](=[O:14])[CH:15]=[CH:9][C:7]1[CH:6]=[CH:5][N:4]=[C:3]([O:2][CH3:1])[CH:8]=1. (7) The product is: [Cl:1][C:2]1[CH:7]=[CH:6][C:5]([C:8]2[CH:13]=[CH:12][CH:11]=[C:10]([O:14][C@@H:30]([CH3:35])[C:31]([O:33][CH3:34])=[O:32])[CH:9]=2)=[CH:4][C:3]=1[C:15]([NH:17][CH2:18][C:19]12[CH2:20][CH:21]3[CH2:22][CH:23]([CH2:24][CH:25]([CH2:27]3)[CH2:26]1)[CH2:28]2)=[O:16]. Given the reactants [Cl:1][C:2]1[CH:7]=[CH:6][C:5]([C:8]2[CH:13]=[CH:12][CH:11]=[C:10]([OH:14])[CH:9]=2)=[CH:4][C:3]=1[C:15]([NH:17][CH2:18][C:19]12[CH2:28][CH:23]3[CH2:24][CH:25]([CH2:27][CH:21]([CH2:22]3)[CH2:20]1)[CH2:26]2)=[O:16].Cl[C@H:30]([CH3:35])[C:31]([O:33][CH3:34])=[O:32].C(=O)([O-])[O-].[K+].[K+], predict the reaction product.